From a dataset of Reaction yield outcomes from USPTO patents with 853,638 reactions. Predict the reaction yield, written as a fraction of the theoretical maximum amount of product (1.0 means a 100% yield; for example, 0.34 means a 34% yield). (1) The reactants are [CH3:1][O:2][C:3]1[CH:18]=[CH:17][C:6]([CH2:7][N:8]2[C:12](=[O:13])[CH2:11][CH:10](C(N)=O)[CH2:9]2)=[CH:5][CH:4]=1.C(O)(=O)C.C(O)(=O)C.I(C1C=CC=CC=1)=O.[ClH:35].O.C(#[N:39])C. The catalyst is O. The product is [ClH:35].[NH2:39][CH:10]1[CH2:9][N:8]([CH2:7][C:6]2[CH:17]=[CH:18][C:3]([O:2][CH3:1])=[CH:4][CH:5]=2)[C:12](=[O:13])[CH2:11]1. The yield is 0.900. (2) The reactants are [CH3:1][Si](C=[N+]=[N-])(C)C.[OH:8][CH2:9][CH2:10][CH2:11][C:12]1[N:13]=[N+:14]([O-:22])[C:15]2[CH:21]=[CH:20][CH:19]=[CH:18][C:16]=2[N:17]=1.[H+].[B-](F)(F)(F)F. The catalyst is C(Cl)Cl. The product is [CH3:1][O:8][CH2:9][CH2:10][CH2:11][C:12]1[N:13]=[N+:14]([O-:22])[C:15]2[CH:21]=[CH:20][CH:19]=[CH:18][C:16]=2[N:17]=1. The yield is 0.660. (3) The reactants are Br[C:2]1[CH:9]=[C:8]([CH3:10])[C:5]([C:6]#[N:7])=[C:4]([O:11][CH3:12])[CH:3]=1.[NH:13]1[CH2:18][CH2:17][O:16][CH2:15][CH2:14]1.C(=O)([O-])[O-].[Cs+].[Cs+].C1(P(C2C=CC=CC=2)C2C=CC3C(=CC=CC=3)C=2C2C3C(=CC=CC=3)C=CC=2P(C2C=CC=CC=2)C2C=CC=CC=2)C=CC=CC=1. The catalyst is C1(C)C=CC=CC=1.C1C=CC(/C=C/C(/C=C/C2C=CC=CC=2)=O)=CC=1.C1C=CC(/C=C/C(/C=C/C2C=CC=CC=2)=O)=CC=1.C1C=CC(/C=C/C(/C=C/C2C=CC=CC=2)=O)=CC=1.[Pd].[Pd].O. The product is [CH3:12][O:11][C:4]1[CH:3]=[C:2]([N:13]2[CH2:18][CH2:17][O:16][CH2:15][CH2:14]2)[CH:9]=[C:8]([CH3:10])[C:5]=1[C:6]#[N:7]. The yield is 0.290. (4) The reactants are [F:1][C:2]1[CH:3]=[C:4]([CH:8]=[CH:9][C:10]=1[N+:11]([O-:13])=[O:12])[C:5](O)=[O:6].Cl. The catalyst is C1COCC1. The product is [F:1][C:2]1[CH:3]=[C:4]([CH2:5][OH:6])[CH:8]=[CH:9][C:10]=1[N+:11]([O-:13])=[O:12]. The yield is 0.970. (5) The reactants are Cl.[NH2:2][C:3]1[C:4]2[C:5]3[C:6](=[N:18][N:19]([CH2:21][C:22]4[C:27]([Cl:28])=[C:26]([O:29][CH3:30])[C:25]([CH3:31])=[CH:24][N:23]=4)[N:20]=2)[CH:7]=[C:8]([CH2:13][C:14]([NH:16][CH3:17])=[O:15])[C:9]=3[CH2:10][S:11][N:12]=1. The catalyst is C(O)C. The product is [ClH:28].[NH2:2][C:3]1[C:4]2[C:5]3[C:6](=[N:18][N:19]([CH2:21][C:22]4[C:27]([Cl:28])=[C:26]([O:29][CH3:30])[C:25]([CH3:31])=[CH:24][N:23]=4)[N:20]=2)[CH:7]=[C:8]([CH2:13][C:14]([NH:16][CH3:17])=[O:15])[C:9]=3[CH2:10][S:11][N:12]=1. The yield is 0.890. (6) The reactants are [C:1]([O:5][C:6]([N:8]1[CH2:13][CH2:12][C:11]([CH3:17])(C(O)=O)[CH2:10][CH2:9]1)=[O:7])([CH3:4])([CH3:3])[CH3:2].C([N:20]([CH2:23]C)CC)C.P(N=[N+]=[N-])(=O)(OC1C=CC=CC=1)[O:26]C1C=CC=CC=1.[C:44]1([CH2:50][OH:51])[CH:49]=[CH:48][CH:47]=[CH:46][CH:45]=1. The catalyst is C1(C)C=CC=CC=1. The product is [CH2:50]([O:51][C:23]([NH:20][C:11]1([CH3:17])[CH2:10][CH2:9][N:8]([C:6]([O:5][C:1]([CH3:2])([CH3:3])[CH3:4])=[O:7])[CH2:13][CH2:12]1)=[O:26])[C:44]1[CH:49]=[CH:48][CH:47]=[CH:46][CH:45]=1. The yield is 0.445.